Task: Regression. Given two drug SMILES strings and cell line genomic features, predict the synergy score measuring deviation from expected non-interaction effect.. Dataset: NCI-60 drug combinations with 297,098 pairs across 59 cell lines (1) Drug 1: C1=CC(=CC=C1CC(C(=O)O)N)N(CCCl)CCCl.Cl. Drug 2: C1C(C(OC1N2C=NC3=C2NC=NCC3O)CO)O. Cell line: DU-145. Synergy scores: CSS=-1.40, Synergy_ZIP=-1.84, Synergy_Bliss=-3.72, Synergy_Loewe=-5.14, Synergy_HSA=-5.14. (2) Drug 1: C1=CC(=C2C(=C1NCCNCCO)C(=O)C3=C(C=CC(=C3C2=O)O)O)NCCNCCO. Drug 2: CC1CCCC2(C(O2)CC(NC(=O)CC(C(C(=O)C(C1O)C)(C)C)O)C(=CC3=CSC(=N3)C)C)C. Cell line: K-562. Synergy scores: CSS=41.5, Synergy_ZIP=-1.13, Synergy_Bliss=-1.68, Synergy_Loewe=-0.991, Synergy_HSA=-0.913.